Predict which catalyst facilitates the given reaction. From a dataset of Catalyst prediction with 721,799 reactions and 888 catalyst types from USPTO. (1) Product: [CH3:1][O:2][C:3]([C@@H:5]1[CH2:9][C@H:8]([NH2:10])[CH2:7][N:6]1[C:13]([O:15][C:16]([CH3:19])([CH3:18])[CH3:17])=[O:14])=[O:4]. The catalyst class is: 19. Reactant: [CH3:1][O:2][C:3]([C@@H:5]1[CH2:9][C@H:8]([N:10]=[N+]=[N-])[CH2:7][N:6]1[C:13]([O:15][C:16]([CH3:19])([CH3:18])[CH3:17])=[O:14])=[O:4]. (2) Reactant: [C-:1]#[N:2].[Na+].[NH:4]1[CH2:9][CH2:8][O:7][CH2:6][CH2:5]1.Cl.[Cl:11][C:12]1[C:16]([Cl:17])=[C:15]([CH3:18])[NH:14][C:13]=1[C:19]([NH:21][C@H:22]1[CH2:27][CH2:26][N:25]([C:28]2[S:29][C:30]([C:35]([O:37][CH2:38][CH3:39])=[O:36])=[C:31]([CH:33]=O)[N:32]=2)[CH2:24][C@H:23]1[O:40][CH3:41])=[O:20]. Product: [C:1]([CH:33]([N:4]1[CH2:9][CH2:8][O:7][CH2:6][CH2:5]1)[C:31]1[N:32]=[C:28]([N:25]2[CH2:26][CH2:27][C@H:22]([NH:21][C:19]([C:13]3[NH:14][C:15]([CH3:18])=[C:16]([Cl:17])[C:12]=3[Cl:11])=[O:20])[C@H:23]([O:40][CH3:41])[CH2:24]2)[S:29][C:30]=1[C:35]([O:37][CH2:38][CH3:39])=[O:36])#[N:2]. The catalyst class is: 72. (3) Reactant: [Li]CCCC.[C:6]([O:10][C:11]([N:13]1[CH2:18][CH2:17][CH:16]([CH2:19][CH2:20][CH2:21][O:22][C:23]2[CH:28]=[CH:27][C:26](Br)=[C:25]([F:30])[CH:24]=2)[CH2:15][CH2:14]1)=[O:12])([CH3:9])([CH3:8])[CH3:7].[P:31](Cl)([CH3:34])([CH3:33])=[O:32].O. Product: [C:6]([O:10][C:11]([N:13]1[CH2:18][CH2:17][CH:16]([CH2:19][CH2:20][CH2:21][O:22][C:23]2[CH:28]=[CH:27][C:26]([P:31]([CH3:34])([CH3:33])=[O:32])=[C:25]([F:30])[CH:24]=2)[CH2:15][CH2:14]1)=[O:12])([CH3:9])([CH3:8])[CH3:7]. The catalyst class is: 323. (4) Reactant: [CH2:1]1CN([P+](ON2N=NC3C=CC=CC2=3)(N2CCCC2)N2CCCC2)C[CH2:2]1.F[P-](F)(F)(F)(F)F.[Br:34][C:35]1[S:36][C:37]([NH:43][C:44]([O:46][C:47]([CH3:50])([CH3:49])[CH3:48])=[O:45])=[C:38]([C:40]([OH:42])=O)[N:39]=1.[NH2:51][C:52]1[CH:53]=[N:54][N:55]([CH3:72])[C:56]=1[N:57]1[CH2:62][CH2:61][CH:60]([CH2:63][NH:64][C:65](=[O:71])[O:66][C:67]([CH3:70])(C)C)[CH2:59][CH2:58]1.CCN(C(C)C)C(C)C. Product: [CH2:67]([O:66][C:65]([NH:64][CH2:63][CH:60]1[CH2:59][CH2:58][N:57]([C:56]2[N:55]([CH3:72])[N:54]=[CH:53][C:52]=2[NH:51][C:40]([C:38]2[N:39]=[C:35]([Br:34])[S:36][C:37]=2[NH:43][C:44](=[O:45])[O:46][C:47]([CH3:50])([CH3:49])[CH3:48])=[O:42])[CH2:62][CH2:61]1)=[O:71])[CH2:70][CH2:1][CH3:2]. The catalyst class is: 2.